Predict the product of the given reaction. From a dataset of Forward reaction prediction with 1.9M reactions from USPTO patents (1976-2016). (1) The product is: [CH2:1]([O:8][C:9]1[CH:10]=[C:11]2[C:16](=[CH:17][CH:18]=1)[C:15](=[O:19])[N:14]([CH2:20][CH:21]([CH3:23])[CH3:22])[C:13]([C:24]([OH:26])=[O:25])=[C:12]2[C:31]1[CH:32]=[CH:33][CH:34]=[CH:35][CH:36]=1)[C:2]1[CH:3]=[CH:4][CH:5]=[CH:6][CH:7]=1. Given the reactants [CH2:1]([O:8][C:9]1[CH:10]=[C:11]2[C:16](=[CH:17][CH:18]=1)[C:15](=[O:19])[N:14]([CH2:20][CH:21]([CH3:23])[CH3:22])[C:13]([C:24]([O:26]C(C)(C)C)=[O:25])=[C:12]2[C:31]1[CH:36]=[CH:35][CH:34]=[CH:33][CH:32]=1)[C:2]1[CH:7]=[CH:6][CH:5]=[CH:4][CH:3]=1, predict the reaction product. (2) Given the reactants [N:1]1[CH:6]=[CH:5][CH:4]=[CH:3][C:2]=1[C:7]1[CH:15]=[CH:14][CH:13]=[C:12]2[C:8]=1[CH2:9][C:10](=[O:16])[NH:11]2.[CH2:17]([O:19][C:20]([C:22]1[C:26]([CH2:27][CH2:28][CH2:29][N:30]2[CH2:35][CH2:34][N:33]([CH3:36])[CH2:32][CH2:31]2)=[C:25]([CH:37]=O)[NH:24][C:23]=1[CH3:39])=[O:21])[CH3:18].N1CCCCC1, predict the reaction product. The product is: [CH2:17]([O:19][C:20]([C:22]1[C:26]([CH2:27][CH2:28][CH2:29][N:30]2[CH2:35][CH2:34][N:33]([CH3:36])[CH2:32][CH2:31]2)=[C:25]([CH:37]=[C:9]2[C:8]3[C:12](=[CH:13][CH:14]=[CH:15][C:7]=3[C:2]3[CH:3]=[CH:4][CH:5]=[CH:6][N:1]=3)[NH:11][C:10]2=[O:16])[NH:24][C:23]=1[CH3:39])=[O:21])[CH3:18]. (3) Given the reactants Br[C:2]1[C:3]([CH3:23])=[C:4]([N:8]2[C:13](=[O:14])[CH:12]=[CH:11][N:10]([C:15]3[CH:20]=[CH:19][C:18]([F:21])=[CH:17][CH:16]=3)[C:9]2=[O:22])[CH:5]=[CH:6][CH:7]=1.[CH3:24][C:25]1([CH3:41])[C:29]([CH3:31])([CH3:30])[O:28][B:27]([B:27]2[O:28][C:29]([CH3:31])([CH3:30])[C:25]([CH3:41])([CH3:24])[O:26]2)[O:26]1.C([O-])(=O)C.[K+], predict the reaction product. The product is: [F:21][C:18]1[CH:19]=[CH:20][C:15]([N:10]2[CH:11]=[CH:12][C:13](=[O:14])[N:8]([C:4]3[CH:5]=[CH:6][CH:7]=[C:2]([B:27]4[O:28][C:29]([CH3:31])([CH3:30])[C:25]([CH3:41])([CH3:24])[O:26]4)[C:3]=3[CH3:23])[C:9]2=[O:22])=[CH:16][CH:17]=1. (4) Given the reactants [N:1]([C:4]1[CH:5]=[C:6]2[C:10](=[CH:11][CH:12]=1)[NH:9][N:8]=[CH:7]2)=[N+:2]=[N-:3].[F:13][C:14]([F:36])([F:35])[C:15]1[N:20]=[CH:19][C:18]([CH2:21][C@H:22]([NH:27][C:28](=[O:34])[O:29][C:30]([CH3:33])([CH3:32])[CH3:31])[CH2:23][CH2:24][C:25]#[CH:26])=[CH:17][CH:16]=1.O=C1O[C@H]([C@H](CO)O)C([O-])=C1O.[Na+], predict the reaction product. The product is: [NH:9]1[C:10]2[C:6](=[CH:5][C:4]([N:1]3[CH:26]=[C:25]([CH2:24][CH2:23][C@@H:22]([NH:27][C:28](=[O:34])[O:29][C:30]([CH3:32])([CH3:31])[CH3:33])[CH2:21][C:18]4[CH:19]=[N:20][C:15]([C:14]([F:13])([F:36])[F:35])=[CH:16][CH:17]=4)[N:3]=[N:2]3)=[CH:12][CH:11]=2)[CH:7]=[N:8]1. (5) The product is: [O:32]=[S:2]1(=[O:1])[CH2:7][CH2:6][N:5]([CH2:8][C:9]2[CH:14]=[CH:13][C:12]([NH:15][C:16]([C:18]3[CH:23]=[CH:22][C:21]([C:24]4[CH:29]=[C:28]([NH:30][C:33](=[O:37])[CH2:34][CH2:35][CH3:36])[CH:27]=[CH:26][C:25]=4[CH3:31])=[CH:20][CH:19]=3)=[O:17])=[CH:11][CH:10]=2)[CH2:4][CH2:3]1. Given the reactants [O:1]=[S:2]1(=[O:32])[CH2:7][CH2:6][N:5]([CH2:8][C:9]2[CH:14]=[CH:13][C:12]([NH:15][C:16]([C:18]3[CH:23]=[CH:22][C:21]([C:24]4[CH:29]=[C:28]([NH2:30])[CH:27]=[CH:26][C:25]=4[CH3:31])=[CH:20][CH:19]=3)=[O:17])=[CH:11][CH:10]=2)[CH2:4][CH2:3]1.[C:33](O)(=[O:37])[CH2:34][CH2:35][CH3:36].CCN=C=NCCCN(C)C.C1C=CC2N(O)N=NC=2C=1.CN1CCOCC1, predict the reaction product. (6) Given the reactants C(O)(C(F)(F)F)=O.[CH3:8][O:9][C:10]1[CH:62]=[CH:61][C:13]([CH2:14][N:15]([CH2:52][C:53]2[CH:58]=[CH:57][C:56]([O:59][CH3:60])=[CH:55][CH:54]=2)[C:16]2[N:21]=[C:20]([CH3:22])[N:19]=[C:18]([C:23]3[CH:24]=[C:25]([CH2:38][N:39]4[CH2:44][CH2:43][N:42](C(OC(C)(C)C)=O)[CH2:41][CH2:40]4)[CH:26]=[N:27][C:28]=3[NH:29][C:30]3[CH:31]=[N:32][C:33]([O:36][CH3:37])=[N:34][CH:35]=3)[N:17]=2)=[CH:12][CH:11]=1.C(N(CC)CC)C.[CH3:70][S:71](Cl)(=[O:73])=[O:72], predict the reaction product. The product is: [CH3:8][O:9][C:10]1[CH:62]=[CH:61][C:13]([CH2:14][N:15]([CH2:52][C:53]2[CH:58]=[CH:57][C:56]([O:59][CH3:60])=[CH:55][CH:54]=2)[C:16]2[N:17]=[C:18]([C:23]3[C:28]([NH:29][C:30]4[CH:31]=[N:32][C:33]([O:36][CH3:37])=[N:34][CH:35]=4)=[N:27][CH:26]=[C:25]([CH2:38][N:39]4[CH2:44][CH2:43][N:42]([S:71]([CH3:70])(=[O:73])=[O:72])[CH2:41][CH2:40]4)[CH:24]=3)[N:19]=[C:20]([CH3:22])[N:21]=2)=[CH:12][CH:11]=1. (7) Given the reactants [CH2:1]([N:8]1[CH2:12][CH2:11][C:10]([C:14]2[CH:19]=[C:18]([F:20])[CH:17]=[C:16]([Cl:21])[CH:15]=2)([OH:13])[CH2:9]1)[C:2]1C=CC=CC=1.ICC, predict the reaction product. The product is: [Cl:21][C:16]1[CH:15]=[C:14]([C:10]2([OH:13])[CH2:11][CH2:12][N:8]([CH2:1][CH3:2])[CH2:9]2)[CH:19]=[C:18]([F:20])[CH:17]=1. (8) Given the reactants [CH3:1][O:2][C:3]([C:5]1[C:10]([CH3:11])=[CH:9][CH:8]=[C:7]([NH2:12])[N:6]=1)=[O:4].[Br:13]Br, predict the reaction product. The product is: [CH3:1][O:2][C:3]([C:5]1[C:10]([CH3:11])=[CH:9][C:8]([Br:13])=[C:7]([NH2:12])[N:6]=1)=[O:4].